The task is: Predict the product of the given reaction.. This data is from Forward reaction prediction with 1.9M reactions from USPTO patents (1976-2016). (1) Given the reactants [OH:1][CH2:2][C:3]1[N:4]2[C:8]([C:9]([C:12]([O:14][CH3:15])=[O:13])=[CH:10][CH:11]=1)=[CH:7][CH:6]=[CH:5]2, predict the reaction product. The product is: [CH:2]([C:3]1[N:4]2[C:8]([C:9]([C:12]([O:14][CH3:15])=[O:13])=[CH:10][CH:11]=1)=[CH:7][CH:6]=[CH:5]2)=[O:1]. (2) Given the reactants N1C=CC=CC=1.[CH2:7]([S:9](Cl)(=[O:11])=[O:10])[CH3:8].[CH:13]([C:16]1[NH:17][C:18]([C:34]2[CH:39]=[CH:38][CH:37]=[C:36]([CH3:40])[N:35]=2)=[C:19]([C:21]2[CH:22]=[C:23]([C:27]3[CH:32]=[CH:31][C:30]([NH2:33])=[CH:29][CH:28]=3)[CH:24]=[CH:25][CH:26]=2)[N:20]=1)([CH3:15])[CH3:14].C(=O)(O)[O-].[Na+], predict the reaction product. The product is: [CH:13]([C:16]1[NH:17][C:18]([C:34]2[CH:39]=[CH:38][CH:37]=[C:36]([CH3:40])[N:35]=2)=[C:19]([C:21]2[CH:22]=[C:23]([C:27]3[CH:32]=[CH:31][C:30]([NH:33][S:9]([CH2:7][CH3:8])(=[O:11])=[O:10])=[CH:29][CH:28]=3)[CH:24]=[CH:25][CH:26]=2)[N:20]=1)([CH3:15])[CH3:14]. (3) Given the reactants CC(OC(/N=N/C(OC(C)C)=O)=O)C.[OH:15][C:16]1[CH:21]=[CH:20][C:19]([C:22]2([OH:41])[CH2:27][CH2:26][N:25]([C:28]3[CH:29]=[CH:30][C:31]4[N:32]([C:34]([C:37]([F:40])([F:39])[F:38])=[N:35][N:36]=4)[N:33]=3)[CH2:24][CH2:23]2)=[CH:18][CH:17]=1.O[CH2:43][CH2:44][N:45]1[CH2:50][CH2:49][N:48]([CH3:51])[C:47](=[O:52])[CH2:46]1.C1(P(C2C=CC=CC=2)C2C=CC=CC=2)C=CC=CC=1, predict the reaction product. The product is: [OH:41][C:22]1([C:19]2[CH:20]=[CH:21][C:16]([O:15][CH2:43][CH2:44][N:45]3[CH2:50][CH2:49][N:48]([CH3:51])[C:47](=[O:52])[CH2:46]3)=[CH:17][CH:18]=2)[CH2:27][CH2:26][N:25]([C:28]2[CH:29]=[CH:30][C:31]3[N:32]([C:34]([C:37]([F:40])([F:39])[F:38])=[N:35][N:36]=3)[N:33]=2)[CH2:24][CH2:23]1. (4) Given the reactants [Cl:1][C:2]1[CH:7]=[C:6]([C:8]2[CH:9]=[N:10][N:11]([CH3:13])[CH:12]=2)[CH:5]=[CH:4][C:3]=1[C:14]1[S:18][C:17]([N:19]([CH3:30])[CH:20]2[CH2:25][C:24]([CH3:27])([CH3:26])[NH:23][C:22]([CH3:29])([CH3:28])[CH2:21]2)=[N:16][N:15]=1.CC(O)=[O:33].CC(OC(C)=O)=O.C(OI(C1C=CC=CC=1)OC(=O)C)(=O)C, predict the reaction product. The product is: [Cl:1][C:2]1[C:3]([C:14]2[S:18][C:17]([N:19]([CH3:30])[CH:20]3[CH2:21][C:22]([CH3:29])([CH3:28])[NH:23][C:24]([CH3:26])([CH3:27])[CH2:25]3)=[N:16][N:15]=2)=[C:4]([OH:33])[CH:5]=[C:6]([C:8]2[CH:9]=[N:10][N:11]([CH3:13])[CH:12]=2)[CH:7]=1.